The task is: Predict the product of the given reaction.. This data is from Forward reaction prediction with 1.9M reactions from USPTO patents (1976-2016). (1) Given the reactants [F:1][C:2]1[CH:7]=[CH:6][C:5]([N:8]2[C:16]3[C:11](=[CH:12][C:13](I)=[CH:14][CH:15]=3)[CH:10]=[N:9]2)=[CH:4][CH:3]=1.C([Mg]Br)(C)C.[Li]CCCC.[O:28]1[CH2:33][CH2:32][C:31](=[O:34])[CH2:30][CH2:29]1, predict the reaction product. The product is: [F:1][C:2]1[CH:7]=[CH:6][C:5]([N:8]2[C:16]3[C:11](=[CH:12][C:13]([C:31]4([OH:34])[CH2:32][CH2:33][O:28][CH2:29][CH2:30]4)=[CH:14][CH:15]=3)[CH:10]=[N:9]2)=[CH:4][CH:3]=1. (2) Given the reactants [Cl:1][C:2]1[CH:8]=[C:7]([O:9][C:10]2[C:19]3[C:14](=[CH:15][C:16]([O:22][CH3:23])=[C:17]([O:20][CH3:21])[CH:18]=3)[N:13]=[CH:12][N:11]=2)[CH:6]=[CH:5][C:3]=1[NH2:4].Cl[C:25](Cl)([O:27][C:28](=[O:34])OC(Cl)(Cl)Cl)Cl.[CH:36]1(O)[CH2:42][CH2:41]C[CH2:39][CH2:38][CH2:37]1.C(=O)(O)[O-].[Na+], predict the reaction product. The product is: [Cl:1][C:2]1[CH:8]=[C:7]([O:9][C:10]2[C:19]3[C:14](=[CH:15][C:16]([O:22][CH3:23])=[C:17]([O:20][CH3:21])[CH:18]=3)[N:13]=[CH:12][N:11]=2)[CH:6]=[CH:5][C:3]=1[NH:4][C:28](=[O:34])[O:27][CH:25]1[CH2:39][CH2:38][CH2:37][CH2:36][CH2:42][CH2:41]1. (3) Given the reactants [CH3:1][O:2][C:3](=[O:31])[C:4]1[CH:9]=[CH:8][C:7]([NH:10][C:11]([O:13][C:14]([CH3:17])([CH3:16])[CH3:15])=[O:12])=[C:6]([NH:18][S:19]([C:22]2[CH:27]=[CH:26][CH:25]=[CH:24][C:23]=2[N+:28]([O-:30])=[O:29])(=[O:21])=[O:20])[CH:5]=1.[C:32](=O)([O-])[O-].[K+].[K+].CI.O, predict the reaction product. The product is: [CH3:1][O:2][C:3](=[O:31])[C:4]1[CH:9]=[CH:8][C:7]([NH:10][C:11]([O:13][C:14]([CH3:17])([CH3:15])[CH3:16])=[O:12])=[C:6]([N:18]([CH3:32])[S:19]([C:22]2[CH:27]=[CH:26][CH:25]=[CH:24][C:23]=2[N+:28]([O-:30])=[O:29])(=[O:21])=[O:20])[CH:5]=1. (4) Given the reactants Br[C:2]1[N:6]2[CH:7]=[C:8]([C:19]3[CH:24]=[CH:23][CH:22]=[CH:21][CH:20]=3)[C:9]([C:11]3[CH:18]=[CH:17][C:14]([CH:15]=[O:16])=[CH:13][CH:12]=3)=[N:10][C:5]2=[N:4][CH:3]=1.C([O-])([O-])=O.[K+].[K+].[CH2:31]([Sn](CCCC)(CCCC)C=C)[CH2:32]CC, predict the reaction product. The product is: [C:19]1([C:8]2[C:9]([C:11]3[CH:18]=[CH:17][C:14]([CH:15]=[O:16])=[CH:13][CH:12]=3)=[N:10][C:5]3[N:6]([C:2]([CH:31]=[CH2:32])=[CH:3][N:4]=3)[CH:7]=2)[CH:24]=[CH:23][CH:22]=[CH:21][CH:20]=1. (5) Given the reactants C1OCOC1CO.C12CC(C=C1)CC2C(OC)=O.C[O-].[Na+].[CH:22]12[CH2:28][CH:25]([CH:26]=[CH:27]1)[CH2:24][CH:23]2[C:29]([O:31][CH2:32][CH:33]1[CH2:37][O:36][CH2:35][O:34]1)=[O:30], predict the reaction product. The product is: [CH:22]12[CH2:28][CH:25]([CH2:26][CH2:27]1)[CH:24]=[C:23]2[C:29]([O:31][CH:32]1[CH2:33][O:34][CH2:35][O:36][CH2:37]1)=[O:30]. (6) Given the reactants [OH:1][C:2]1[C:3]2[CH:20]=[CH:19][S:18][C:4]=2[N:5]([CH2:14][CH:15]([CH3:17])[CH3:16])[C:6](=[O:13])[C:7]=1[C:8]([O:10]CC)=O.[N:21]1([CH2:27][CH2:28][CH2:29][NH2:30])[CH2:26][CH2:25][CH2:24][CH2:23][CH2:22]1, predict the reaction product. The product is: [OH:1][C:2]1[C:3]2[CH:20]=[CH:19][S:18][C:4]=2[N:5]([CH2:14][CH:15]([CH3:16])[CH3:17])[C:6](=[O:13])[C:7]=1[C:8]([NH:30][CH2:29][CH2:28][CH2:27][N:21]1[CH2:26][CH2:25][CH2:24][CH2:23][CH2:22]1)=[O:10]. (7) Given the reactants [Br:1][C:2]1[CH:3]=[CH:4][C:5]([O:19][CH2:20][C:21]2[O:22][C:23]([C:26]([F:29])([F:28])[F:27])=[CH:24][CH:25]=2)=[C:6]([CH:18]=1)[CH2:7][CH:8]1[CH2:11][N:10](C(=O)C(F)(F)F)[CH2:9]1.C([O-])([O-])=O.[K+].[K+], predict the reaction product. The product is: [Br:1][C:2]1[CH:3]=[CH:4][C:5]([O:19][CH2:20][C:21]2[O:22][C:23]([C:26]([F:28])([F:27])[F:29])=[CH:24][CH:25]=2)=[C:6]([CH:18]=1)[CH2:7][CH:8]1[CH2:11][NH:10][CH2:9]1. (8) Given the reactants [C:1]([CH2:3]Br)#[N:2].[CH:5]12[CH2:14][CH:9]3[CH2:10][CH:11]([CH2:13][CH:7]([CH2:8]3)[C:6]1=[O:15])[CH2:12]2.[Cl-], predict the reaction product. The product is: [C:6]([O:15][C:6]1([CH2:3][C:1]#[N:2])[CH:7]2[CH2:13][CH:11]3[CH2:10][CH:9]([CH2:14][CH:5]1[CH2:12]3)[CH2:8]2)(=[O:15])[C:5]([CH3:14])=[CH2:12]. (9) Given the reactants [CH3:1][O:2][C:3](=[O:24])[C:4]1[CH:9]=[C:8]([F:10])[C:7]([CH2:11][NH:12][CH:13]=O)=[N:6][C:5]=1[NH:15][C:16]1[CH:21]=[CH:20][C:19]([I:22])=[CH:18][C:17]=1[F:23].P(Cl)(Cl)(Cl)=O, predict the reaction product. The product is: [CH3:1][O:2][C:3]([C:4]1[CH:9]=[C:8]([F:10])[C:7]2[N:6]([CH:13]=[N:12][CH:11]=2)[C:5]=1[NH:15][C:16]1[CH:21]=[CH:20][C:19]([I:22])=[CH:18][C:17]=1[F:23])=[O:24].